This data is from Reaction yield outcomes from USPTO patents with 853,638 reactions. The task is: Predict the reaction yield, written as a fraction of the theoretical maximum amount of product (1.0 means a 100% yield; for example, 0.34 means a 34% yield). (1) The product is [CH3:26][O:25][C:22]1[CH:23]=[C:24]2[C:19](=[CH:20][C:21]=1[O:27][CH3:28])[N:18]=[CH:17][CH:16]=[C:15]2[O:1][C:2]1[CH:10]=[C:9]2[C:5]([CH2:6][CH2:7][CH2:8]2)=[CH:4][C:3]=1[C:11](=[O:13])[CH3:12]. The yield is 0.130. The reactants are [OH:1][C:2]1[CH:10]=[C:9]2[C:5]([CH2:6][CH2:7][CH2:8]2)=[CH:4][C:3]=1[C:11](=[O:13])[CH3:12].Cl[C:15]1[C:24]2[C:19](=[CH:20][C:21]([O:27][CH3:28])=[C:22]([O:25][CH3:26])[CH:23]=2)[N:18]=[CH:17][CH:16]=1.O. The catalyst is CN(C)C1C=CN=CC=1.ClC1C=CC=CC=1Cl. (2) The reactants are [C:1]([O:5][C:6](=[O:12])[NH:7][CH2:8][CH2:9][CH2:10][NH2:11])([CH3:4])([CH3:3])[CH3:2].[CH3:13][O:14][C:15]([C:17]1[CH:18]=[CH:19][N:20]2[C:25]=1[C:24](=[O:26])[N:23]([CH2:27][C:28]1[CH:33]=[CH:32][CH:31]=[CH:30][CH:29]=1)[C:22]([CH:34](OS(C)(=O)=O)[CH2:35][CH3:36])=[N:21]2)=[O:16].C(N(CC)CC)C. The catalyst is CN(C=O)C. The product is [CH3:13][O:14][C:15]([C:17]1[CH:18]=[CH:19][N:20]2[C:25]=1[C:24](=[O:26])[N:23]([CH2:27][C:28]1[CH:33]=[CH:32][CH:31]=[CH:30][CH:29]=1)[C:22]([CH:34]([NH:11][CH2:10][CH2:9][CH2:8][NH:7][C:6]([O:5][C:1]([CH3:4])([CH3:2])[CH3:3])=[O:12])[CH2:35][CH3:36])=[N:21]2)=[O:16]. The yield is 0.140.